Dataset: Forward reaction prediction with 1.9M reactions from USPTO patents (1976-2016). Task: Predict the product of the given reaction. Given the reactants C1(C)C=CC(S([N:10]2[CH2:32][CH2:31][N:30](S(C3C=CC(C)=CC=3)(=O)=O)[CH2:29][CH2:28][N:27](S(C3C=CC(C)=CC=3)(=O)=O)[CH2:26][CH2:25][N:24](S(C3C=CC(C)=CC=3)(=O)=O)[CH2:23][CH2:22][N:21](S(C3C=CC(C)=CC=3)(=O)=O)[CH2:20][CH2:19][CH2:18][N:17](S(C3C=CC(C)=CC=3)(=O)=O)[CH2:16][CH2:15][N:14](S(C3C=CC(C)=CC=3)(=O)=O)[CH2:13][CH2:12][CH2:11]2)(=O)=O)=CC=1.S(=O)(=O)(O)O.O, predict the reaction product. The product is: [NH:10]1[CH2:32][CH2:31][NH:30][CH2:29][CH2:28][NH:27][CH2:26][CH2:25][NH:24][CH2:23][CH2:22][NH:21][CH2:20][CH2:19][CH2:18][NH:17][CH2:16][CH2:15][NH:14][CH2:13][CH2:12][CH2:11]1.